From a dataset of Full USPTO retrosynthesis dataset with 1.9M reactions from patents (1976-2016). Predict the reactants needed to synthesize the given product. (1) Given the product [CH3:62][O:63][C:26]1[N:28]=[C:5]2[C:10](=[CH:22][CH:27]=1)[N:9]=[CH:8][CH:7]=[C:6]2[N:13]1[CH2:14][CH2:15][CH:16]([CH2:19][CH2:20][NH:21][C:56]([C:54]2[CH:53]=[CH:52][C:49]3[S:50][CH2:51][C:46](=[O:45])[NH:47][C:48]=3[N:55]=2)=[O:58])[CH2:17][CH2:18]1, predict the reactants needed to synthesize it. The reactants are: COC1C=[C:5]2[C:10](=NC=1)[N:9]=[CH:8][CH:7]=[C:6]2[N:13]1[CH2:18][CH2:17][CH:16]([CH2:19][CH2:20][NH2:21])[CH2:15][CH2:14]1.[CH:22]1[CH:22]=[CH:27][C:26]2[N:28](O)N=[N:28][C:26]=2[CH:27]=1.C(Cl)CCl.C(N(C(C)C)CC)(C)C.[O:45]=[C:46]1[CH2:51][S:50][C:49]2[CH:52]=[CH:53][C:54]([C:56]([OH:58])=O)=[N:55][C:48]=2[NH:47]1.CN([CH:62]=[O:63])C. (2) Given the product [ClH:32].[F:1][C:2]1[CH:3]=[C:4]([CH:24]=[C:25]([F:31])[C:26]=1[S:27]([CH3:30])(=[O:28])=[O:29])[CH2:5][O:6][CH2:7][C@@H:8]1[CH2:10][C@@H:9]1[CH:11]1[CH2:12][CH2:13][NH:14][CH2:15][CH2:16]1, predict the reactants needed to synthesize it. The reactants are: [F:1][C:2]1[CH:3]=[C:4]([CH:24]=[C:25]([F:31])[C:26]=1[S:27]([CH3:30])(=[O:29])=[O:28])[CH2:5][O:6][CH2:7][C@@H:8]1[CH2:10][C@@H:9]1[CH:11]1[CH2:16][CH2:15][N:14](C(OC(C)(C)C)=O)[CH2:13][CH2:12]1.[ClH:32].O1CCOCC1. (3) Given the product [CH2:1]([O:8][C:9]([N:11]1[CH2:16][CH:15]2[CH2:17][CH:12]1[CH2:13][C:14]2([C:18]1[CH:19]=[C:20]2[C:25](=[CH:26][CH:27]=1)[N:24]=[CH:23][N:22]([CH2:31][C:32]([O:34][CH2:35][CH3:36])=[O:33])[C:21]2=[O:28])[OH:29])=[O:10])[C:2]1[CH:3]=[CH:4][CH:5]=[CH:6][CH:7]=1, predict the reactants needed to synthesize it. The reactants are: [CH2:1]([O:8][C:9]([N:11]1[CH2:16][CH:15]2[CH2:17][CH:12]1[CH2:13][C:14]2([OH:29])[C:18]1[CH:19]=[C:20]2[C:25](=[CH:26][CH:27]=1)[N:24]=[CH:23][NH:22][C:21]2=[O:28])=[O:10])[C:2]1[CH:7]=[CH:6][CH:5]=[CH:4][CH:3]=1.Br[CH2:31][C:32]([O:34][CH2:35][CH3:36])=[O:33]. (4) Given the product [C:1]1([C:7]2([CH3:28])[CH2:13][N:14]([CH2:19][CH:20]([OH:27])[C:21]3[CH:22]=[CH:23][CH:24]=[CH:25][CH:26]=3)[C:15](=[O:16])[N:17]([CH3:18])[C:8]2=[O:9])[CH2:6][CH2:5][CH2:4][CH2:3][CH:2]=1, predict the reactants needed to synthesize it. The reactants are: [C:1]1([C:7]([CH3:28])([CH2:13][N:14]([CH2:19][CH:20]([OH:27])[C:21]2[CH:26]=[CH:25][CH:24]=[CH:23][CH:22]=2)[C:15]([NH:17][CH3:18])=[O:16])[C:8](OCC)=[O:9])[CH2:6][CH2:5][CH2:4][CH2:3][CH:2]=1.C1(C(C)(CN(CC(O)C2C=CC=CC=2)C(NC)=O)C(OCC)=O)CCCCC1.CC([O-])(C)C.[K+]. (5) The reactants are: [C:1]([O:5][C:6]([N:8]1[CH2:13][CH2:12][C:11]2[S:14][C:15]([CH2:17][CH2:18][C:19](OCC)=[O:20])=[CH:16][C:10]=2[CH2:9]1)=[O:7])([CH3:4])([CH3:3])[CH3:2].CCCCCC.CO. Given the product [C:1]([O:5][C:6]([N:8]1[CH2:13][CH2:12][C:11]2[S:14][C:15]([CH2:17][CH2:18][CH:19]=[O:20])=[CH:16][C:10]=2[CH2:9]1)=[O:7])([CH3:4])([CH3:3])[CH3:2], predict the reactants needed to synthesize it.